From a dataset of Catalyst prediction with 721,799 reactions and 888 catalyst types from USPTO. Predict which catalyst facilitates the given reaction. (1) Reactant: [CH3:1][C:2]1([CH3:22])[C:11]2[C:6](=[CH:7][C:8]([NH:12][C:13](=[O:21])[C:14]3[CH:19]=[CH:18][CH:17]=[N:16][C:15]=3F)=[CH:9][CH:10]=2)[NH:5][CH2:4][CH2:3]1.[NH:23]1[C:27]2=[N:28][CH:29]=[CH:30][C:31]([CH2:32][NH2:33])=[C:26]2[CH:25]=[N:24]1.CCN(C(C)C)C(C)C. Product: [CH3:1][C:2]1([CH3:22])[C:11]2[C:6](=[CH:7][C:8]([NH:12][C:13]([C:14]3[C:15]([NH:33][CH2:32][C:31]4[CH:30]=[CH:29][N:28]=[C:27]5[NH:23][N:24]=[CH:25][C:26]=45)=[N:16][CH:17]=[CH:18][CH:19]=3)=[O:21])=[CH:9][CH:10]=2)[NH:5][CH2:4][CH2:3]1. The catalyst class is: 37. (2) Reactant: O1[C:5]2[CH:6]=[CH:7][CH:8]=[CH:9][C:4]=2[CH:3]=[C:2]1[CH:10](C1C=CC=CC=1)[NH:11][S:12]([C:15]1[CH:26]=[CH:25][C:18]2[O:19][CH2:20][CH:21](O)[CH2:22][O:23][C:17]=2[CH:16]=1)(=[O:14])=[O:13].[CH3:33][CH2:34][CH2:35][CH2:36][N+](CCCC)([CH2:33][CH2:34][CH2:35][CH3:36])[CH2:33][CH2:34][CH2:35][CH3:36].[FH:50].[FH:50].[F-:50].Cl[CH:54]([Cl:56])[CH3:55].C(N([S:62](F)(F)F)CC)C.C(=O)(O)[O-].[Na+]. Product: [S:62]1[C:5]2[CH:6]=[CH:7][CH:8]=[CH:9][C:4]=2[CH:3]=[C:2]1[C@@H:10]([C:55]1[CH:36]=[CH:35][CH:34]=[CH:33][C:54]=1[Cl:56])[NH:11][S:12]([C:15]1[CH:26]=[CH:25][C:18]2[O:19][CH2:20][CH:21]([F:50])[CH2:22][O:23][C:17]=2[CH:16]=1)(=[O:13])=[O:14]. The catalyst class is: 13. (3) Reactant: [CH3:1][C:2]1[CH:7]=[CH:6][C:5]([CH3:8])=[CH:4][C:3]=1[O:9][CH2:10][CH2:11][CH2:12][CH2:13][CH2:14][CH3:15].[Br:16]Br.O. Product: [Br:16][C:6]1[C:5]([CH3:8])=[CH:4][C:3]([O:9][CH2:10][CH2:11][CH2:12][CH2:13][CH2:14][CH3:15])=[C:2]([CH3:1])[CH:7]=1. The catalyst class is: 26. (4) Reactant: [F:1][C:2]([F:10])([F:9])[CH:3]([OH:8])[C:4]([F:7])([F:6])[F:5].Cl[C:12](Cl)([O:14]C(=O)OC(Cl)(Cl)Cl)Cl.C(N(CC)C(C)C)(C)C.[Cl:32][C:33]1[C:34]([CH2:45][N:46]2[CH2:51][CH2:50][NH:49][CH2:48][CH2:47]2)=[C:35]([N:39]2[CH2:44][CH2:43][O:42][CH2:41][CH2:40]2)[CH:36]=[CH:37][CH:38]=1. Product: [Cl:32][C:33]1[CH:38]=[CH:37][CH:36]=[C:35]([N:39]2[CH2:44][CH2:43][O:42][CH2:41][CH2:40]2)[C:34]=1[CH2:45][N:46]1[CH2:51][CH2:50][N:49]([C:12]([O:8][CH:3]([C:4]([F:7])([F:6])[F:5])[C:2]([F:10])([F:9])[F:1])=[O:14])[CH2:48][CH2:47]1. The catalyst class is: 229. (5) The catalyst class is: 17. Reactant: [CH3:1][N:2]([CH2:4][CH2:5][OH:6])[CH3:3].[C:7]1([CH3:17])[CH:12]=[CH:11][C:10]([S:13](Cl)(=[O:15])=[O:14])=[CH:9][CH:8]=1.CCOCC. Product: [CH3:17][C:7]1[CH:12]=[CH:11][C:10]([S:13]([O:6][CH2:5][CH2:4][N:2]([CH3:3])[CH3:1])(=[O:15])=[O:14])=[CH:9][CH:8]=1. (6) Reactant: C1C=CC(P([C:27]2[C:28](C3C(P(C4C=CC=CC=4)C4C=CC=CC=4)=C[CH:31]=[C:30]4[C:25]=3[CH:26]=[CH:27][CH:28]=[CH:29]4)=[C:29]3[C:30]([CH:31]=CC=C3)=[CH:25][CH:26]=2)C2C=CC=CC=2)=CC=1.BrC1C=C(C)C=CC=1.C(=O)([O-])[O-].[Cs+].[Cs+].[O:61]1[C:66]2[CH:67]=[CH:68][C:69]([NH:71][C:72]3[C:73]4[CH2:81][CH2:80][NH:79][CH2:78][C:74]=4[N:75]=[CH:76][N:77]=3)=[CH:70][C:65]=2[O:64][CH2:63][CH2:62]1. Product: [O:61]1[C:66]2[CH:67]=[CH:68][C:69]([NH:71][C:72]3[C:73]4[CH2:81][CH2:80][N:79]([C:28]5[CH:29]=[C:30]([CH3:31])[CH:25]=[CH:26][CH:27]=5)[CH2:78][C:74]=4[N:75]=[CH:76][N:77]=3)=[CH:70][C:65]=2[O:64][CH2:63][CH2:62]1. The catalyst class is: 584. (7) Reactant: [F:1][C:2]([F:12])([F:11])[C:3]1[C:7]([CH2:8][CH2:9][OH:10])=[CH:6][NH:5][N:4]=1.Cl[CH2:14][C:15]1[NH:16][C:17](=[O:25])[C:18]2[CH:23]=[C:22]([CH3:24])[S:21][C:19]=2[N:20]=1.CC(C)([O-])C.[K+]. Product: [OH:10][CH2:9][CH2:8][C:7]1[C:3]([C:2]([F:1])([F:11])[F:12])=[N:4][N:5]([CH2:14][C:15]2[NH:16][C:17](=[O:25])[C:18]3[CH:23]=[C:22]([CH3:24])[S:21][C:19]=3[N:20]=2)[CH:6]=1. The catalyst class is: 1. (8) Reactant: [Br:1][C:2]1[CH:7]=[CH:6][C:5]([C@@H:8]([N:10]([CH2:18][CH2:19][CH2:20][C:21](=O)[C:22]2[CH:27]=[CH:26][CH:25]=[CH:24][CH:23]=2)[C:11](=[O:17])[O:12][C:13]([CH3:16])([CH3:15])[CH3:14])[CH3:9])=[CH:4][CH:3]=1.[C:29]([S@:33]([NH2:35])=[O:34])([CH3:32])([CH3:31])[CH3:30]. Product: [Br:1][C:2]1[CH:7]=[CH:6][C:5]([C@@H:8]([N:10]([CH2:18][CH2:19][CH2:20]/[C:21](=[N:35]\[S@@:33]([C:29]([CH3:32])([CH3:31])[CH3:30])=[O:34])/[C:22]2[CH:27]=[CH:26][CH:25]=[CH:24][CH:23]=2)[C:11](=[O:17])[O:12][C:13]([CH3:16])([CH3:15])[CH3:14])[CH3:9])=[CH:4][CH:3]=1. The catalyst class is: 1. (9) Reactant: [CH3:1][N:2]1[CH:6]=[CH:5][N:4]=[CH:3]1.[CH3:7][O:8][C:9](=[O:14])[C:10]([O:12]C)=[O:11]. Product: [CH3:1][N+:2]1[CH:6]=[CH:5][N:4]([CH3:7])[CH:3]=1.[CH3:7][O:8][C:9](=[O:14])[C:10]([O-:12])=[O:11]. The catalyst class is: 10. (10) Reactant: [CH3:1][O:2][C:3](=[O:14])[C:4]1[CH:9]=[C:8](Br)[CH:7]=[C:6]([C:11](=[O:13])[CH3:12])[CH:5]=1.[CH3:15][C:16]([CH3:31])=[CH:17][Sn](CCCC)(CCCC)CCCC. Product: [CH3:1][O:2][C:3](=[O:14])[C:4]1[CH:9]=[C:8]([CH:15]=[C:16]([CH3:31])[CH3:17])[CH:7]=[C:6]([C:11](=[O:13])[CH3:12])[CH:5]=1. The catalyst class is: 128.